Dataset: Forward reaction prediction with 1.9M reactions from USPTO patents (1976-2016). Task: Predict the product of the given reaction. (1) Given the reactants [N-:1]=[N+:2]=[N-:3].[Na+].[C:5]([C:7]1[CH:14]=[CH:13][C:10]([CH2:11]Br)=[CH:9][CH:8]=1)#[N:6], predict the reaction product. The product is: [N:1]([CH2:11][C:10]1[CH:13]=[CH:14][C:7]([C:5]#[N:6])=[CH:8][CH:9]=1)=[N+:2]=[N-:3]. (2) Given the reactants C([NH:8][C:9]([CH3:20])([CH3:19])[CH2:10][C:11]1[CH:16]=[CH:15][CH:14]=[C:13]([CH2:17][CH3:18])[CH:12]=1)C1C=CC=CC=1, predict the reaction product. The product is: [CH2:17]([C:13]1[CH:12]=[C:11]([CH2:10][C:9]([NH2:8])([CH3:20])[CH3:19])[CH:16]=[CH:15][CH:14]=1)[CH3:18]. (3) Given the reactants O.[NH2:2][NH2:3].[CH:4]1([C:7]([C:9]2[C:10](Cl)=[N:11][CH:12]=[N:13][C:14]=2[Cl:15])=O)[CH2:6][CH2:5]1, predict the reaction product. The product is: [Cl:15][C:14]1[N:13]=[CH:12][N:11]=[C:10]2[NH:2][N:3]=[C:7]([CH:4]3[CH2:6][CH2:5]3)[C:9]=12. (4) The product is: [CH3:7][N:4]1[CH:3]2[CH:2]([N:1]=[C:11]([OH:12])[N:10]=[C:8]2[OH:9])[CH:6]=[N:5]1. Given the reactants [NH2:1][C:2]1[CH:6]=[N:5][N:4]([CH3:7])[C:3]=1[C:8]([NH2:10])=[O:9].[C:11](N1C=CN=C1)(N1C=CN=C1)=[O:12], predict the reaction product. (5) Given the reactants CS([O:5][CH2:6][CH2:7][CH2:8][C:9]1[O:13][N:12]=[C:11]([C:14]2[CH:19]=[CH:18][C:17]([C:20]([F:23])([F:22])[F:21])=[CH:16][CH:15]=2)[CH:10]=1)(=O)=O.[I-].[Na+].O[C:27]1[CH:31]=[C:30]([C:32]([O:34]C)=[O:33])[N:29]([C:36]2[CH:41]=[CH:40][CH:39]=[CH:38][CH:37]=2)[N:28]=1.C(=O)([O-])[O-].[K+].[K+].Cl, predict the reaction product. The product is: [C:36]1([N:29]2[C:30]([C:32]([OH:34])=[O:33])=[CH:31][C:27]([O:5][CH2:6][CH2:7][CH2:8][C:9]3[O:13][N:12]=[C:11]([C:14]4[CH:19]=[CH:18][C:17]([C:20]([F:23])([F:22])[F:21])=[CH:16][CH:15]=4)[CH:10]=3)=[N:28]2)[CH:41]=[CH:40][CH:39]=[CH:38][CH:37]=1. (6) Given the reactants [NH2:1][C:2]1[S:6][N:5]=[C:4]([CH3:7])[C:3]=1[C:8]([NH:10][C:11]1[CH:16]=[CH:15][CH:14]=[CH:13][C:12]=1[CH2:17][CH3:18])=[O:9].Cl[C:20]1[C:29]2[C:24](=[CH:25][CH:26]=[CH:27][CH:28]=2)[N:23]=[C:22]([CH3:30])[N:21]=1.C(=O)([O-])[O-].[Cs+].[Cs+].CC1(C)C2C(=C(P(C3C=CC=CC=3)C3C=CC=CC=3)C=CC=2)OC2C(P(C3C=CC=CC=3)C3C=CC=CC=3)=CC=CC1=2, predict the reaction product. The product is: [CH2:17]([C:12]1[CH:13]=[CH:14][CH:15]=[CH:16][C:11]=1[NH:10][C:8]([C:3]1[C:4]([CH3:7])=[N:5][S:6][C:2]=1[NH:1][C:20]1[C:29]2[C:24](=[CH:25][CH:26]=[CH:27][CH:28]=2)[N:23]=[C:22]([CH3:30])[N:21]=1)=[O:9])[CH3:18].